Dataset: Catalyst prediction with 721,799 reactions and 888 catalyst types from USPTO. Task: Predict which catalyst facilitates the given reaction. (1) Reactant: [CH2:1]([N:4]1[CH2:9][CH2:8][CH2:7][CH2:6][C@H:5]1[C@H:10]([C:12]1[CH:17]=[CH:16][C:15]([Cl:18])=[C:14]([Cl:19])[CH:13]=1)O)[CH:2]=[CH2:3].C(=O)([O-])[O-].[K+].[K+].S([Cl:30])(C)(=O)=O. Product: [CH2:1]([N:4]1[CH2:9][CH2:8][CH2:7][CH2:6][C@H:5]1[C@H:10]([Cl:30])[C:12]1[CH:17]=[CH:16][C:15]([Cl:18])=[C:14]([Cl:19])[CH:13]=1)[CH:2]=[CH2:3]. The catalyst class is: 2. (2) Reactant: [NH2:1][C:2]1[CH:29]=[CH:28][C:5]([C:6]([N:8]2[CH2:13][CH2:12][N:11]([CH2:14][C:15]3[CH:16]=[C:17]([CH:25]=[CH:26][CH:27]=3)[C:18]([NH:20][C:21]([CH3:24])([CH3:23])[CH3:22])=[O:19])[CH2:10][CH2:9]2)=[O:7])=[C:4]([O:30][CH3:31])[CH:3]=1.Cl[C:33](OC1C=CC([N+]([O-])=O)=CC=1)=[O:34].[CH2:45]([NH2:49])[CH:46]([CH3:48])[CH3:47]. Product: [C:21]([NH:20][C:18](=[O:19])[C:17]1[CH:25]=[CH:26][CH:27]=[C:15]([CH2:14][N:11]2[CH2:12][CH2:13][N:8]([C:6](=[O:7])[C:5]3[CH:28]=[CH:29][C:2]([NH:1][C:33]([NH:49][CH2:45][CH:46]([CH3:48])[CH3:47])=[O:34])=[CH:3][C:4]=3[O:30][CH3:31])[CH2:9][CH2:10]2)[CH:16]=1)([CH3:24])([CH3:23])[CH3:22]. The catalyst class is: 46. (3) Reactant: Cl.[OH:2][C:3]1[CH:4]=[C:5]([CH:8]=[CH:9][C:10]=1[OH:11])[CH2:6][NH2:7].C(N(CC)CC)C.[CH3:19][CH2:20][CH2:21][CH2:22][CH2:23][CH2:24][N:25]=[C:26]=[S:27]. Product: [OH:2][C:3]1[CH:4]=[C:5]([CH:8]=[CH:9][C:10]=1[OH:11])[CH2:6][NH:7][C:26]([NH:25][CH2:24][CH2:23][CH2:22][CH2:21][CH2:20][CH3:19])=[S:27]. The catalyst class is: 22.